Dataset: Catalyst prediction with 721,799 reactions and 888 catalyst types from USPTO. Task: Predict which catalyst facilitates the given reaction. (1) Reactant: [OH:1][N:2]=[C:3]([Cl:11])[C@@H:4]1[CH2:8][O:7][C:6]([CH3:10])([CH3:9])[O:5]1.[CH3:12][S:13](Cl)(=[O:15])=[O:14].C(N(CC)C(C)C)(C)C. Product: [CH3:10][C:6]1([CH3:9])[O:5][C@H:4]([C:3]([Cl:11])=[N:2][O:1][S:13]([CH3:12])(=[O:15])=[O:14])[CH2:8][O:7]1. The catalyst class is: 1. (2) Reactant: [C:1]([CH2:3][CH:4]([OH:16])[CH2:5][C:6](=[O:15])[CH2:7][C:8]([O:10][C:11]([CH3:14])([CH3:13])[CH3:12])=[O:9])#[N:2].C(O)(=O)C.[BH4-].[Na+].[OH-].[Na+]. Product: [C:1]([CH2:3][CH:4]([OH:16])[CH2:5][CH:6]([OH:15])[CH2:7][C:8]([O:10][C:11]([CH3:12])([CH3:14])[CH3:13])=[O:9])#[N:2]. The catalyst class is: 83. (3) Reactant: [F:1][C:2]1[C:3]([NH:18][CH:19]2[CH:24]3[CH2:25][CH:21]([CH2:22][CH:23]3C(O)=O)[CH2:20]2)=[N:4][C:5]([C:8]2[C:16]3[C:11](=[N:12][CH:13]=[C:14]([F:17])[CH:15]=3)[NH:10][CH:9]=2)=[N:6][CH:7]=1.C([N:31]([CH2:34]C)CC)C.N(P(OC1C=CC=CC=1)(OC1C=CC=CC=1)=[O:40])=[N+]=[N-].[NH:55]1[CH2:59][CH2:58][CH2:57][CH2:56]1. Product: [F:1][C:2]1[C:3]([NH:18][CH:19]2[CH:24]3[CH2:25][CH:21]([CH2:22][CH:23]3[NH:31][C:34]([N:55]3[CH2:59][CH2:58][CH2:57][CH2:56]3)=[O:40])[CH2:20]2)=[N:4][C:5]([C:8]2[C:16]3[C:11](=[N:12][CH:13]=[C:14]([F:17])[CH:15]=3)[NH:10][CH:9]=2)=[N:6][CH:7]=1. The catalyst class is: 1. (4) Reactant: C([O:8][C:9]1[CH:31]=[CH:30][C:12]([O:13][CH2:14][CH2:15][CH2:16][CH2:17][N:18]2[C:28](=[O:29])[C:27]3[C:22](=[CH:23][CH:24]=[CH:25][CH:26]=3)[S:19]2(=[O:21])=[O:20])=[CH:11][CH:10]=1)C1C=CC=CC=1.C1CC=CCC=1. Product: [OH:8][C:9]1[CH:10]=[CH:11][C:12]([O:13][CH2:14][CH2:15][CH2:16][CH2:17][N:18]2[C:28](=[O:29])[C:27]3[C:22](=[CH:23][CH:24]=[CH:25][CH:26]=3)[S:19]2(=[O:21])=[O:20])=[CH:30][CH:31]=1. The catalyst class is: 50. (5) Reactant: [CH3:1][O:2][C:3]1[CH:4]=[CH:5][CH:6]=[C:7]2[C:11]=1[NH:10][CH:9]=[CH:8]2.[H-].[Na+].[CH3:14][O:15][C:16](=[O:32])[C:17](=[CH:25][C:26]1[CH:27]=[N:28][CH:29]=[CH:30][CH:31]=1)[C:18]([O:20][C:21]([CH3:24])([CH3:23])[CH3:22])=[O:19]. Product: [CH3:14][O:15][C:16](=[O:32])[CH:17]([CH:25]([N:10]1[C:11]2[C:7](=[CH:6][CH:5]=[CH:4][C:3]=2[O:2][CH3:1])[CH:8]=[CH:9]1)[C:26]1[CH:27]=[N:28][CH:29]=[CH:30][CH:31]=1)[C:18]([O:20][C:21]([CH3:23])([CH3:24])[CH3:22])=[O:19]. The catalyst class is: 3. (6) Reactant: [CH3:1][CH:2]([CH2:8][C:9]1[CH:14]=[CH:13][N:12]=[CH:11][CH:10]=1)[C:3]([O:5][CH2:6][CH3:7])=[O:4].ClC1C=CC=C(C(OO)=O)C=1.C[Si]([C:30]#[N:31])(C)C.CN(C)C(Cl)=O. Product: [C:30]([C:13]1[CH:14]=[C:9]([CH2:8][CH:2]([CH3:1])[C:3]([O:5][CH2:6][CH3:7])=[O:4])[CH:10]=[CH:11][N:12]=1)#[N:31]. The catalyst class is: 84.